From a dataset of Forward reaction prediction with 1.9M reactions from USPTO patents (1976-2016). Predict the product of the given reaction. (1) Given the reactants O1CCCC1.[C:6]([C:10]1[CH:20]=[CH:19][C:13]([O:14][CH2:15][C:16]([OH:18])=O)=[CH:12][CH:11]=1)([CH3:9])([CH3:8])[CH3:7].Cl.[NH2:22][C@@H:23]([C:25]1[CH:30]=[CH:29][C:28]([NH:31][S:32]([CH3:35])(=[O:34])=[O:33])=[C:27]([CH3:36])[CH:26]=1)[CH3:24], predict the reaction product. The product is: [C:6]([C:10]1[CH:11]=[CH:12][C:13]([O:14][CH2:15][C:16]([NH:22][C@@H:23]([C:25]2[CH:30]=[CH:29][C:28]([NH:31][S:32]([CH3:35])(=[O:34])=[O:33])=[C:27]([CH3:36])[CH:26]=2)[CH3:24])=[O:18])=[CH:19][CH:20]=1)([CH3:7])([CH3:8])[CH3:9]. (2) Given the reactants [CH3:1][C:2]1([C:7]2[O:11][C:10]([CH2:12][N:13]3[CH:17]=[C:16]([NH2:18])[CH:15]=[N:14]3)=[CH:9][CH:8]=2)[O:6]CCO1.[Cl:19][C:20]1[CH:25]=[C:24]([F:26])[CH:23]=[CH:22][C:21]=1/[CH:27]=[CH:28]/[C:29](O)=[O:30], predict the reaction product. The product is: [C:2]([C:7]1[O:11][C:10]([CH2:12][N:13]2[CH:17]=[C:16]([NH:18][C:29](=[O:30])/[CH:28]=[CH:27]/[C:21]3[CH:22]=[CH:23][C:24]([F:26])=[CH:25][C:20]=3[Cl:19])[CH:15]=[N:14]2)=[CH:9][CH:8]=1)(=[O:6])[CH3:1]. (3) Given the reactants [NH2:1][CH2:2][CH2:3][CH2:4][O:5][C:6]1[CH:11]=[CH:10][C:9]([Cl:12])=[CH:8][C:7]=1[NH:13][C:14]([NH:16][C:17]1[CH:22]=[CH:21][C:20]([C:23]#[N:24])=[CH:19][N:18]=1)=[O:15].C(=O)([O-])[O-].[K+].[K+].[Cl:31][CH2:32][CH2:33][N:34]=[C:35]=[O:36], predict the reaction product. The product is: [Cl:12][C:9]1[CH:10]=[CH:11][C:6]([O:5][CH2:4][CH2:3][CH2:2][NH:1][C:35]([NH:34][CH2:33][CH2:32][Cl:31])=[O:36])=[C:7]([NH:13][C:14]([NH:16][C:17]2[CH:22]=[CH:21][C:20]([C:23]#[N:24])=[CH:19][N:18]=2)=[O:15])[CH:8]=1. (4) Given the reactants Br[C:2]1[C:7]2=[N:8][C:9]([C:12]([NH2:14])=[O:13])=[CH:10][N:11]=[C:6]2[CH:5]=[N:4][CH:3]=1.[F:15][C:16]1[CH:21]=[CH:20][C:19]([C:22]([F:25])([F:24])[F:23])=[CH:18][C:17]=1B(O)O.C(=O)([O-])[O-].[Cs+].[Cs+].O1CCOCC1, predict the reaction product. The product is: [F:15][C:16]1[CH:17]=[CH:18][C:19]([C:22]([F:23])([F:24])[F:25])=[CH:20][C:21]=1[C:2]1[C:7]2=[N:8][C:9]([C:12]([NH2:14])=[O:13])=[CH:10][N:11]=[C:6]2[CH:5]=[N:4][CH:3]=1. (5) The product is: [O:19]1[C:23]2[CH:24]=[CH:25][CH:26]=[CH:27][C:22]=2[CH:21]=[C:20]1[C:28]1[C:29](=[O:64])[NH:30][C:31](=[O:63])[C:32]=1[C:33]1[C:41]2[C:36](=[N:37][CH:38]=[CH:39][CH:40]=2)[N:35]([CH2:42][CH2:43][CH2:44][OH:45])[CH:34]=1. Given the reactants CCCC[N+](CCCC)(CCCC)CCCC.[F-].[O:19]1[C:23]2[CH:24]=[CH:25][CH:26]=[CH:27][C:22]=2[CH:21]=[C:20]1[C:28]1[C:29](=[O:64])[NH:30][C:31](=[O:63])[C:32]=1[C:33]1[C:41]2[C:36](=[N:37][CH:38]=[CH:39][CH:40]=2)[N:35]([CH2:42][CH2:43][CH2:44][O:45][Si](C(C)(C)C)(C2C=CC=CC=2)C2C=CC=CC=2)[CH:34]=1, predict the reaction product.